Task: Binary Classification. Given a miRNA mature sequence and a target amino acid sequence, predict their likelihood of interaction.. Dataset: Experimentally validated miRNA-target interactions with 360,000+ pairs, plus equal number of negative samples (1) The miRNA is mmu-miR-669a-3-3p with sequence ACAUAACAUACACACACAUGUAU. The protein sequence of the target gene is MGALLRALLLLVLAQWLLSAVPALAPAPFTLPLQVAGATNHRASAVPGLGTPELPRADGLALALEPVRATANFLAMVDNLQGDSGRGYYLEMLIGTPPQKVQILVDTGSSNFAVAGAPHSYIDTYFDSESSSTYHSKGFDVTVKYTQGSWTGFVGEDLVTIPKGFNSSFLVNIATIFESENFFLPGIKWNGILGLAYAALAKPSSSLETFFDSLVAQAKIPDIFSMQMCGAGLPVAGSGTNGGSLVLGGIEPSLYKGDIWYTPIKEEWYYQIEILKLEIGGQNLNLDCREYNADKAIVDS.... Result: 0 (no interaction). (2) The miRNA is hsa-miR-1281 with sequence UCGCCUCCUCCUCUCCC. The protein sequence of the target gene is MADEATRRVVSEIPVLKTNAGPRDRELWVQRLKEEYQSLIRYVENNKNSDNDWFRLESNKEGTRWFGKCWYIHDFLKYEFDIEFEIPITYPTTAPEIAVPELDGKTAKMYRGGKICLTDHFKPLWARNVPKFGLAHLMALGLGPWLAVEVPDLIQKGVIQHKEKCSQ. Result: 0 (no interaction). (3) The miRNA is hsa-miR-4749-5p with sequence UGCGGGGACAGGCCAGGGCAUC. The protein sequence of the target gene is MVPGEENQLVPKEDVFWRCRQNIFDEMKKKFLQIENAAEEPRVLCIIQDTTNSKTVNERITLNLPASTPVRKLFEDVANKVGYINGTFDLVWGNGINTADMAPLDHTSDKSLLDANFEPGKKNFLHLTDKDGEQPQILLEDSSAGEDSVHDRFIGPLPREGSGGSTSDYVSQSYSYSSILNKSETGYVGLVNQAMTCYLNSLLQTLFMTPEFRNALYKWEFEESEEDPVTSIPYQLQRLFVLLQTSKKRAIETTDVTRSFGWDSSEAWQQHDVQELCRVMFDALEQKWKQTEQADLINEL.... Result: 0 (no interaction). (4) The miRNA is hsa-miR-1468-5p with sequence CUCCGUUUGCCUGUUUCGCUG. The protein sequence of the target gene is MSDSTWMSADPHLASSLSPSQDERMRSPQNLHSQEDDDSSSESGSGNGSSTLNPSTSSSTQGDPAFPEMNGNGAVAPMDFTTAAEDQPINLCDKLPPATALGTASYPSDGCGADGLRSRVKYGVKTTPESPPYSSGSYDSIKTEVSGCPEDLTVGRAPTADDDDDDHDDHEDNDKMNDSEGMDPERLKAFNMFVRLFVDENLDRMVPISKQPKEKIQAIIESCSRQFPEFQERARKRIRTYLKSCRRMKKNGMEMTRPTPPHLTSAMAENILAAACESETRKAAKRMRLEIYQSSQDEPI.... Result: 0 (no interaction). (5) The miRNA is hsa-miR-6768-3p with sequence CAAAGGCCACAUUCUCCUGUGCAC. The protein sequence of the target gene is MSAFLHHCPFLKSSPGPSARKVATYLNLADRCPIIVRQISAKAAQSSEQNGLLPHKEPKRQLATTATQVAVSMSQSCPFVSSKIGLVKASPQVQEDVQPNLENQDTSGLISSLFSGLQSHQSTGPTHLLQDNFNRPTFSYDEFFTQKIVEKKKDHTYRIFKTVNRFAEVFPFAEDYSIAGRLGSQVSVWCSNDYLGMSRHPRVVKAIGDALKKHGAGAGGTRNISGTSNYHVALENELARLHQKDGALVFSSCFVANDSTLFTLAKMLPGCEIYSDMGNHASMIQGIRNSGAKRFIFRHN.... Result: 0 (no interaction). (6) The miRNA is hsa-miR-98-5p with sequence UGAGGUAGUAAGUUGUAUUGUU. The protein sequence of the target gene is MMKKNNSAKRGPQDGNQQPAPPEKVGWVRKFCGKGIFREIWKNRYVVLKGDQLYISEKEVKDEKNIQEVFDLSDYEKCEELRKSKSRSKKNHSKFTLAHSKQPGNTAPNLIFLAVSPEEKESWINALNSAITRAKNRILDEVTVEEDSYLAHPTRDRAKIQHSRRPPTRGHLMAVASTSTSDGMLTLDLIQEEDPSPEEPTSCAESFRVDLDKSVAQLAGSRRRADSDRIQPSADRASSLSRPWEKTDKGATYTPQAPKKLTPTEKGRCASLEEILSQRDAASARTLQLRAEEPPTPALP.... Result: 1 (interaction). (7) The miRNA is hsa-miR-5591-5p with sequence UGGGAGCUAAGCUAUGGGUAU. The protein sequence of the target gene is MGSSQSVEIPGGGTEGYHVLRVQENSPGHRAGLEPFFDFIVSINGSRLNKDNDTLKDLLKANVEKPVKMLIYSSKTLELRETSVTPSNLWGGQGLLGVSIRFCSFDGANENVWHVLEVESNSPAALAGLRPHSDYIIGADTVMNESEDLFSLIETHEAKPLKLYVYNTDTDNCREVIITPNSAWGGEGSLGCGIGYGYLHRIPTRPFEEGKKISLPGQMAGTPITPLKDGFTEVQLSSVNPPSLSPPGTTGIEQSLTGLSISSTPPAVSSVLSTGVPTVPLLPPQVNQSLTSVPPMNPAT.... Result: 0 (no interaction).